Dataset: Reaction yield outcomes from USPTO patents with 853,638 reactions. Task: Predict the reaction yield, written as a fraction of the theoretical maximum amount of product (1.0 means a 100% yield; for example, 0.34 means a 34% yield). (1) The reactants are Cl.O.O.[CH2:4]=[C:5]1[C:10](=[O:11])[CH:9]2[CH2:12][CH2:13][N:6]1[CH2:7][CH2:8]2.C([O-])([O-])=O.[K+].[K+].C(Cl)Cl. The catalyst is O. The product is [CH2:4]=[C:5]1[C:10](=[O:11])[CH:9]2[CH2:12][CH2:13][N:6]1[CH2:7][CH2:8]2. The yield is 1.00. (2) The reactants are C([Li])CCC.[Cl:6][C:7]1[CH:12]=[CH:11][N:10]=[C:9]2[CH:13]=[C:14]([C:16]3[N:17]([CH3:21])[CH:18]=[N:19][CH:20]=3)[S:15][C:8]=12.[CH3:22][C:23]([CH3:25])=[O:24]. The catalyst is O1CCCC1.O. The product is [Cl:6][C:7]1[CH:12]=[CH:11][N:10]=[C:9]2[CH:13]=[C:14]([C:16]3[N:17]([CH3:21])[C:18]([C:23]([OH:24])([CH3:25])[CH3:22])=[N:19][CH:20]=3)[S:15][C:8]=12. The yield is 0.310. (3) The reactants are C(=O)([O-])[O-].[K+].[K+].[OH:7][C:8]1[C:13]([CH3:14])=[C:12]([OH:15])[CH:11]=[CH:10][C:9]=1[C:16](=[O:21])[CH2:17][CH:18]([CH3:20])[CH3:19].Br[CH2:23][CH2:24][CH2:25][CH2:26][O:27][C:28]1[CH:35]=[CH:34][C:31]([C:32]#[N:33])=[CH:30][CH:29]=1. The catalyst is CC(C)=O. The product is [OH:7][C:8]1[C:13]([CH3:14])=[C:12]([CH:11]=[CH:10][C:9]=1[C:16](=[O:21])[CH2:17][CH:18]([CH3:19])[CH3:20])[O:15][CH2:23][CH2:24][CH2:25][CH2:26][O:27][C:28]1[CH:29]=[CH:30][C:31]([C:32]#[N:33])=[CH:34][CH:35]=1. The yield is 0.690. (4) The reactants are [C:1]([O:5][C:6]([N:8]1[CH2:13][CH2:12][CH:11]([O:14][C:15]2[C:20]([CH3:21])=[CH:19][C:18]([N+:22]([O-])=O)=[CH:17][C:16]=2[CH3:25])[CH2:10][CH2:9]1)=[O:7])([CH3:4])([CH3:3])[CH3:2]. The catalyst is C(O)C.O1CCCC1.[Pd]. The product is [C:1]([O:5][C:6]([N:8]1[CH2:13][CH2:12][CH:11]([O:14][C:15]2[C:16]([CH3:25])=[CH:17][C:18]([NH2:22])=[CH:19][C:20]=2[CH3:21])[CH2:10][CH2:9]1)=[O:7])([CH3:4])([CH3:3])[CH3:2]. The yield is 0.950. (5) The reactants are [NH2:1][C:2]1[CH:3]=[C:4]([CH:16]=[CH:17][CH:18]=1)[O:5][C:6]1[CH:11]=[CH:10][N:9]=[C:8]2[NH:12][C:13](=[O:15])[NH:14][C:7]=12.[Cl:19][C:20]1[CH:21]=[C:22]([CH:26]=[CH:27][N:28]=1)[C:23](Cl)=[O:24]. No catalyst specified. The product is [Cl:19][C:20]1[CH:21]=[C:22]([CH:26]=[CH:27][N:28]=1)[C:23]([NH:1][C:2]1[CH:18]=[CH:17][CH:16]=[C:4]([O:5][C:6]2[CH:11]=[CH:10][N:9]=[C:8]3[NH:12][C:13](=[O:15])[NH:14][C:7]=23)[CH:3]=1)=[O:24]. The yield is 0.490. (6) The reactants are C(NC(C)C)(C)C.C([Li])CCC.[CH3:13][O:14][C:15]1[CH:23]=[CH:22][C:18]([C:19]([OH:21])=[O:20])=[C:17]([CH3:24])[CH:16]=1.[C:25](=O)([O:28]C)[O:26]C. The catalyst is C1COCC1. The product is [C:25]([CH2:24][C:17]1[CH:16]=[C:15]([O:14][CH3:13])[CH:23]=[CH:22][C:18]=1[C:19]([OH:21])=[O:20])([OH:28])=[O:26]. The yield is 0.860.